Task: Predict which catalyst facilitates the given reaction.. Dataset: Catalyst prediction with 721,799 reactions and 888 catalyst types from USPTO (1) Reactant: C(OC([N:8]1[CH2:13][CH2:12][CH:11]([O:14][C:15]2[CH:20]=[C:19]([O:21][CH2:22][CH3:23])[CH:18]=[C:17]([CH:24]([NH:30][C:31]3[CH:36]=[CH:35][C:34]([C:37]#[N:38])=[CH:33][CH:32]=3)[C:25]([O:27][CH2:28][CH3:29])=[O:26])[C:16]=2[F:39])[CH2:10][CH2:9]1)=O)(C)(C)C.FC(F)(F)C(O)=O.C([O-])([O-])=O.[Na+].[Na+]. Product: [CH2:28]([O:27][C:25](=[O:26])[CH:24]([NH:30][C:31]1[CH:32]=[CH:33][C:34]([C:37]#[N:38])=[CH:35][CH:36]=1)[C:17]1[CH:18]=[C:19]([O:21][CH2:22][CH3:23])[CH:20]=[C:15]([O:14][CH:11]2[CH2:10][CH2:9][NH:8][CH2:13][CH2:12]2)[C:16]=1[F:39])[CH3:29]. The catalyst class is: 4. (2) Reactant: C([O:8][C:9]1[N:10]=[N:11][C:12]([C:23]#[C:24][C:25]2[CH:30]=[CH:29][C:28]([F:31])=[CH:27][C:26]=2[F:32])=[CH:13][C:14]=1[O:15]CC1C=CC=CC=1)C1C=CC=CC=1. Product: [F:32][C:26]1[CH:27]=[C:28]([F:31])[CH:29]=[CH:30][C:25]=1[CH2:24][CH2:23][C:12]1[CH:13]=[C:14]([OH:15])[C:9](=[O:8])[NH:10][N:11]=1. The catalyst class is: 199. (3) Reactant: [Br:1]N1C(=O)CCC1=O.[F:9][CH:10]([F:38])[C:11]([C:27]1[CH:32]=[CH:31][C:30]([N:33]2[CH:37]=[CH:36][CH:35]=[N:34]2)=[CH:29][CH:28]=1)([OH:26])[CH2:12][C:13]1[NH:14][CH:15]=[C:16]([CH2:18][C:19]2([C:22]([F:25])([F:24])[F:23])[CH2:21][CH2:20]2)[N:17]=1. Product: [Br:1][C:15]1[NH:14][C:13]([CH2:12][C:11]([C:27]2[CH:28]=[CH:29][C:30]([N:33]3[CH:37]=[CH:36][CH:35]=[N:34]3)=[CH:31][CH:32]=2)([OH:26])[CH:10]([F:9])[F:38])=[N:17][C:16]=1[CH2:18][C:19]1([C:22]([F:25])([F:24])[F:23])[CH2:20][CH2:21]1. The catalyst class is: 10. (4) Reactant: C([O:3][C:4]([C:6]1[CH:7]=[C:8]([NH:12][C:13]2[N:18]=[C:17]([C:19]3[C:20]([Cl:25])=[N:21][CH:22]=[CH:23][CH:24]=3)[CH:16]=[CH:15][N:14]=2)[CH:9]=[CH:10][CH:11]=1)=[O:5])C.[OH-].[Na+]. Product: [C:4]([C:6]1[CH:7]=[C:8]([NH:12][C:13]2[N:18]=[C:17]([C:19]3[C:20]([Cl:25])=[N:21][CH:22]=[CH:23][CH:24]=3)[CH:16]=[CH:15][N:14]=2)[CH:9]=[CH:10][CH:11]=1)([OH:5])=[O:3]. The catalyst class is: 47.